Predict the product of the given reaction. From a dataset of Forward reaction prediction with 1.9M reactions from USPTO patents (1976-2016). (1) Given the reactants [F:1][CH:2]([F:11])[O:3][C:4]1[CH:9]=[CH:8][C:7]([NH2:10])=[CH:6][CH:5]=1.[F:12][C:13]([F:25])([F:24])[C:14]1[CH:19]=[CH:18][C:17]([CH2:20][C:21](O)=O)=[CH:16][CH:15]=1, predict the reaction product. The product is: [F:1][CH:2]([F:11])[O:3][C:4]1[CH:5]=[CH:6][C:7]([NH:10][CH2:21][CH2:20][C:17]2[CH:16]=[CH:15][C:14]([C:13]([F:12])([F:24])[F:25])=[CH:19][CH:18]=2)=[CH:8][CH:9]=1. (2) Given the reactants [N:1]1[C:6]2[NH:7][C:8]3[C:13]([C:5]=2[C:4]([C:14]([NH2:16])=[NH:15])=[CH:3][CH:2]=1)=[CH:12][CH:11]=[CH:10][CH:9]=3.F[P-](F)(F)(F)(F)F.C[N+](C)=C(N(C)C)ON1C2N=CC=CC=2N=N1.[CH:41]1([C:44]2[CH:52]=[N:51][CH:50]=[C:49](F)[C:45]=2[C:46](O)=[O:47])[CH2:43][CH2:42]1.C(N(CC)C(C)C)(C)C.C(=O)([O-])[O-].[Cs+].[Cs+], predict the reaction product. The product is: [CH:41]1([C:44]2[C:45]3[C:46](=[O:47])[NH:16][C:14]([C:4]4[C:5]5[C:13]6[C:8](=[CH:9][CH:10]=[CH:11][CH:12]=6)[NH:7][C:6]=5[N:1]=[CH:2][CH:3]=4)=[N:15][C:49]=3[CH:50]=[N:51][CH:52]=2)[CH2:42][CH2:43]1. (3) Given the reactants [CH2:1]([O:8][C:9]([N:11]1[CH2:16][CH2:15][NH:14][CH2:13][CH2:12]1)=[O:10])[C:2]1[CH:7]=[CH:6][CH:5]=[CH:4][CH:3]=1.[CH3:17][O:18][C:19]1[CH:24]=[CH:23][C:22]([N:25]=[C:26]=[S:27])=[CH:21][CH:20]=1.[CH3:28]C(C)=O, predict the reaction product. The product is: [CH2:1]([O:8][C:9]([N:11]1[CH2:16][CH2:15][N:14]([C:26]([S:27][CH3:28])=[N:25][C:22]2[CH:21]=[CH:20][C:19]([O:18][CH3:17])=[CH:24][CH:23]=2)[CH2:13][CH2:12]1)=[O:10])[C:2]1[CH:7]=[CH:6][CH:5]=[CH:4][CH:3]=1. (4) Given the reactants [CH:1]1([C:4]#[CH:5])[CH2:3][CH2:2]1.C[Li].Cl[C:9]([O:11][CH3:12])=[O:10], predict the reaction product. The product is: [CH3:12][O:11][C:9](=[O:10])[C:5]#[C:4][CH:1]1[CH2:3][CH2:2]1. (5) Given the reactants [Br:1][C:2]1[CH:3]=[C:4]2[C:12](=[CH:13][CH:14]=1)[NH:11][C:10]1[CH:9]([NH2:15])[CH2:8][CH2:7][CH2:6][C:5]2=1.[CH:16]([N:19]=[C:20]=[O:21])([CH3:18])[CH3:17], predict the reaction product. The product is: [Br:1][C:2]1[CH:3]=[C:4]2[C:12](=[CH:13][CH:14]=1)[NH:11][C:10]1[CH:9]([NH:15][C:20]([NH:19][CH:16]([CH3:18])[CH3:17])=[O:21])[CH2:8][CH2:7][CH2:6][C:5]2=1.